From a dataset of Experimentally validated miRNA-target interactions with 360,000+ pairs, plus equal number of negative samples. Binary Classification. Given a miRNA mature sequence and a target amino acid sequence, predict their likelihood of interaction. (1) The miRNA is hsa-miR-1249-3p with sequence ACGCCCUUCCCCCCCUUCUUCA. The protein sequence of the target gene is MPGPRGAAGGLAPEMRGAGAAGLLALLLLLLLLLLGLGGRVEGGPAGERGAGGGGALARERFKVVFAPVICKRTCLKGQCRDSCQQGSNMTLIGENGHSTDTLTGSGFRVVVCPLPCMNGGQCSSRNQCLCPPDFTGRFCQVPAGGAGGGTGGSGPGLSRTGALSTGALPPLAPEGDSVASKHAIYAVQVIADPPGPGEGPPAQHAAFLVPLGPGQISAEVQAPPPVVNVRVHHPPEASVQVHRIESSNAESAAPSQHLLPHPKPSHPRPPTQKPLGRCFQDTLPKQPCGSNPLPGLTKQ.... Result: 1 (interaction). (2) The miRNA is mmu-miR-5129-5p with sequence AUGUGGGGGCAUUGGUAUUUUC. The protein sequence of the target gene is MHSPGAGCPALQPDTPGSQPQPMDLRVGQRPTVEPPPEPALLTLQHPQRLHRHLFLAGLHQQQRSAEPMRLSMDPPMPELQGGQQEQELRQLLNKDKSKRSAVASSVVKQKLAEVILKKQQAALERTVHPSSPSIPYRTLEPLDTEGAARSVLSSFLPPVPSLPTEPPEHFPLRKTVSEPNLKLRYKPKKSLERRKNPLLRKESAPPSLRRRPAETLGDSSPSSSSTPASGCSSPNDSEHGPNPALGSEADGDRRTHSTLGPRGPVLGNPHAPLFLHHGLEPEAGGTLPSRLQPILLLDP.... Result: 1 (interaction). (3) The miRNA is mmu-miR-302d-3p with sequence UAAGUGCUUCCAUGUUUGAGUGU. The protein sequence of the target gene is MERGCWAPRALVLAVLLLLATLRARAATGYYPRFSPFFFLCTHHGELEGDGEQGEVLISLHIAGNPTYYVPGQEYHVTISTSTFFDGLLVTGLYTSTSIQSSQSIGGSSAFGFGIMSDHQFGNQFMCSVVASHVSHLPTTNLSFVWIAPPAGTGCVNFMATATHRGQVIFKDALAQQLCEQGAPTEATAYSHLAEIHSDSVILRDDFDSYQQLELNPNIWVECSNCEMGEQCGTIMHGNAVTFCEPYGPRELTTTCLNTTTASVLQFSIGSGSCRFSYSDPSITVSYAKNNTADWIQLEK.... Result: 0 (no interaction). (4) The miRNA is hsa-miR-6819-5p with sequence UUGGGGUGGAGGGCCAAGGAGC. The protein sequence of the target gene is MAMLRVQPEAQAKVDVFREDLCTKTENLLGSYFPKKISELDAFLKEPALNEANLSNLKAPLDIPVPDPVKEKEKEERKKQQEKEDKDEKKKGEDEDKGPPCGPVNCNEKIVVLLQRLKPEIKDVIEQLNLVTTWLQLQIPRIEDGNNFGVAVQEKVFELMTSLHTKLEGFHTQISKYFSERGDAVTKAAKQPHVGDYRQLVHELDEAEYRDIRLMVMEIRNAYAVLYDIILKNFEKLKKPRGETKGMIY. Result: 0 (no interaction). (5) The miRNA is hsa-miR-5088-3p with sequence UCCCUUCUUCCUGGGCCCUCA. The protein sequence of the target gene is METFDPTELPELLKLYYRRLFPYSQYYRWLNYGGVIKNYFQHREFSFTLKDDIYIRYQSFNNQSDLEKEMQKMNPYKIDIGAVYSHRPNQHNTVKLGAFQAQEKELVFDIDMTDYDDVRRCCSSADICPKCWTLMTMAIRIIDRALKEDFGFKHRLWVYSGRRGVHCWVCDESVRKLSSAVRSGIVEYLSLVKGGQDVKKKVHLSEKIHPFIRKSINIIKKYFEEYALVNQDILENKESWDKILALVPETIHDELQQSFQKSHNSLQRWEHLKKVASRYQNNIKNDKYGPWLEWEIMLQY.... Result: 0 (no interaction). (6) The miRNA is hsa-miR-4300 with sequence UGGGAGCUGGACUACUUC. The protein sequence of the target gene is MSAEGAEPGPGSGSGPGPGPLCPEHGQALSWFCGSERRPVCAACAGLGGRCRGHRIRRAEERAEELRNKIVDQCERLQLQSAAITKYVADVLPGKNQRAVSMASAARELVIQRLSLVRSLCESEEQRLLEQVHGEEERAHQSILTQRVHWAEALQKLDTIRTGLVGMLTHLDDLQLIQKEQEIFERTEEAEGILDPQESEMLNFNEKCTRSPLLTQLWATAVLGSLSGTEDIRIDERTVSPFLQLSDDRKTLTFSTKKSKACADGPERFDHWPNALAATSFQNGLHAWMVNVQNSCAYKV.... Result: 0 (no interaction).